This data is from Reaction yield outcomes from USPTO patents with 853,638 reactions. The task is: Predict the reaction yield, written as a fraction of the theoretical maximum amount of product (1.0 means a 100% yield; for example, 0.34 means a 34% yield). (1) The reactants are C(O[C:6]([N:8]1[CH2:12][CH:11]([O:13][C:14]2[CH:23]=[N:22][C:21]3[C:16](=[CH:17][CH:18]=[CH:19][CH:20]=3)[N:15]=2)[CH2:10][CH:9]1C(=O)N(C)C)=O)(C)(C)C.C(O[C:34]([N:36]1C[CH:39]([O:41][C:42]2C=NC3C(=CC=CC=3)N=2)[CH2:38][CH:37]1C(O)=O)=O)(C)(C)C.C([N:57](CC)CC)C.CNC.CCCP1(OP(CCC)(=O)OP(CCC)(=O)O1)=O.[CH2:83]1[CH2:87][O:86][CH2:85][CH2:84]1. The catalyst is C(Cl)Cl. The product is [N:15]1[CH:16]2[CH:21]([CH2:20][CH2:19][CH2:18][CH2:17]2)[N:22]=[CH:23][C:14]=1[O:13][CH:11]1[CH2:10][CH2:9][N:8]([C:6]2[C:84]3[C:37](=[CH:38][C:39]([O:41][CH3:42])=[C:87]([O:86][CH3:85])[CH:83]=3)[N:36]=[CH:34][N:57]=2)[CH2:12]1. The yield is 0.740. (2) The reactants are [NH2:1][CH:2]([CH2:12][C:13]1[CH:18]=[CH:17][CH:16]=[C:15]([C:19]([F:22])([F:21])[CH3:20])[CH:14]=1)[CH:3]([C:5]1[CH:10]=[CH:9][C:8]([F:11])=[CH:7][CH:6]=1)[OH:4].[F:23][C:24]1[C:33]2[C:28](=[CH:29][CH:30]=[CH:31][CH:32]=2)[C:27]([C:34](O)=[O:35])=[CH:26][CH:25]=1.O.ON1C2C=CC=CC=2N=N1.Cl.C(N=C=NCCCN(C)C)C. The catalyst is C(#N)C.C(OCC)(=O)C. The product is [F:21][C:19]([C:15]1[CH:14]=[C:13]([CH:18]=[CH:17][CH:16]=1)[CH2:12][CH:2]([NH:1][C:34]([C:27]1[C:28]2[C:33](=[CH:32][CH:31]=[CH:30][CH:29]=2)[C:24]([F:23])=[CH:25][CH:26]=1)=[O:35])[CH:3]([C:5]1[CH:10]=[CH:9][C:8]([F:11])=[CH:7][CH:6]=1)[OH:4])([F:22])[CH3:20]. The yield is 0.810. (3) The reactants are [CH3:1][C:2]1[C:6]([CH2:7][N:8]2[CH:12]=[C:11]([N:13]3[C:17](=[O:18])[CH2:16][NH:15][C:14]3=[O:19])[CH:10]=[N:9]2)=[C:5]([CH3:20])[O:4][N:3]=1.[Cl:21][C:22]1[CH:30]=[CH:29][CH:28]=[CH:27][C:23]=1[CH2:24][CH2:25]Br. No catalyst specified. The product is [Cl:21][C:22]1[CH:30]=[CH:29][CH:28]=[CH:27][C:23]=1[CH2:24][CH2:25][N:15]1[CH2:16][C:17](=[O:18])[N:13]([C:11]2[CH:10]=[N:9][N:8]([CH2:7][C:6]3[C:2]([CH3:1])=[N:3][O:4][C:5]=3[CH3:20])[CH:12]=2)[C:14]1=[O:19]. The yield is 0.250. (4) The reactants are [CH:1]1([C:5]2[CH:14]=[C:13]([CH3:15])[CH:12]=[CH:11][C:6]=2[C:7]([O:9][CH3:10])=[O:8])[CH2:4][CH2:3][CH2:2]1.[I:16]N1C(=O)CCC1=O.CO. The catalyst is S(=O)(=O)(O)O. The product is [CH:1]1([C:5]2[CH:14]=[C:13]([CH3:15])[C:12]([I:16])=[CH:11][C:6]=2[C:7]([O:9][CH3:10])=[O:8])[CH2:4][CH2:3][CH2:2]1. The yield is 0.650. (5) The reactants are [F:1][C:2]1[CH:13]=[CH:12][C:5]([CH2:6][O:7][CH2:8][C:9](Cl)=[O:10])=[CH:4][CH:3]=1.C(N(CC)CC)C.[NH2:21][CH2:22][CH2:23][CH:24]1[CH2:29][CH2:28][N:27]([CH2:30][C:31]2[CH:36]=[CH:35][CH:34]=[CH:33][CH:32]=2)[CH2:26][CH2:25]1. The catalyst is C1COCC1. The product is [F:1][C:2]1[CH:13]=[CH:12][C:5]([CH2:6][O:7][CH2:8][C:9]([NH:21][CH2:22][CH2:23][CH:24]2[CH2:25][CH2:26][N:27]([CH2:30][C:31]3[CH:32]=[CH:33][CH:34]=[CH:35][CH:36]=3)[CH2:28][CH2:29]2)=[O:10])=[CH:4][CH:3]=1. The yield is 0.700. (6) The reactants are [H-].[Na+].[NH2:3][C:4]1[CH:11]=[CH:10][C:7]([C:8]#[N:9])=[C:6]([Cl:12])[CH:5]=1.[CH:13]1([CH2:16][N:17]2[C:26](=[O:27])[C:25]3[C:20](=[CH:21][CH:22]=[C:23]([NH:28][C:29]([C@H:31]4[CH2:35][CH2:34][C:33](=[O:36])[O:32]4)=[O:30])[CH:24]=3)[N:19]([CH2:37][CH3:38])[C:18]2=[O:39])[CH2:15][CH2:14]1.Cl. The catalyst is CN(C=O)C. The product is [Cl:12][C:6]1[CH:5]=[C:4]([NH:3][C:33](=[O:36])[CH2:34][CH2:35][C@@H:31]([OH:32])[C:29]([NH:28][C:23]2[CH:24]=[C:25]3[C:20](=[CH:21][CH:22]=2)[N:19]([CH2:37][CH3:38])[C:18](=[O:39])[N:17]([CH2:16][CH:13]2[CH2:14][CH2:15]2)[C:26]3=[O:27])=[O:30])[CH:11]=[CH:10][C:7]=1[C:8]#[N:9]. The yield is 0.0400.